Predict the reactants needed to synthesize the given product. From a dataset of Full USPTO retrosynthesis dataset with 1.9M reactions from patents (1976-2016). (1) The reactants are: [OH:1][N:2]1[C:10](=[O:11])[C:9]2[C:4](=[CH:5][CH:6]=[CH:7][CH:8]=2)[C:3]1=[O:12].O[CH2:14][C:15]1[N:16]=[CH:17][N:18]([C:20]([O:22][C:23]([CH3:26])([CH3:25])[CH3:24])=[O:21])[CH:19]=1.C1(P(C2C=CC=CC=2)C2C=CC=CC=2)C=CC=CC=1.CC(OC(/N=N/C(OC(C)C)=O)=O)C. Given the product [O:12]=[C:3]1[C:4]2[C:9](=[CH:8][CH:7]=[CH:6][CH:5]=2)[C:10](=[O:11])[N:2]1[O:1][CH2:14][C:15]1[N:16]=[CH:17][N:18]([C:20]([O:22][C:23]([CH3:26])([CH3:25])[CH3:24])=[O:21])[CH:19]=1, predict the reactants needed to synthesize it. (2) Given the product [CH:27]1([C:2]2[CH:3]=[C:4]([O:17][CH2:18][C:19]3[C:24]([F:25])=[CH:23][CH:22]=[CH:21][C:20]=3[F:26])[C:5]3[N:6]([C:8]([C:12]([O:14][CH2:15][CH3:16])=[O:13])=[C:9]([CH3:11])[N:10]=3)[CH:7]=2)[CH2:29][CH2:28]1, predict the reactants needed to synthesize it. The reactants are: Br[C:2]1[CH:3]=[C:4]([O:17][CH2:18][C:19]2[C:24]([F:25])=[CH:23][CH:22]=[CH:21][C:20]=2[F:26])[C:5]2[N:6]([C:8]([C:12]([O:14][CH2:15][CH3:16])=[O:13])=[C:9]([CH3:11])[N:10]=2)[CH:7]=1.[CH:27]1(B(O)O)[CH2:29][CH2:28]1.P([O-])([O-])([O-])=O.[K+].[K+].[K+]. (3) Given the product [Cl:22][C:15]1[C:16]([F:21])=[CH:17][CH:18]=[C:19]([Cl:20])[C:14]=1[CH:12]([O:11][N:10]1[C:4]2[C:5](=[N:6][CH:7]=[C:2]([C:29]3[CH:30]=[C:25]([CH2:24][OH:23])[CH:26]=[CH:27][CH:28]=3)[CH:3]=2)[CH:8]=[CH:9]1)[CH3:13], predict the reactants needed to synthesize it. The reactants are: Br[C:2]1[CH:3]=[C:4]2[N:10]([O:11][CH:12]([C:14]3[C:19]([Cl:20])=[CH:18][CH:17]=[C:16]([F:21])[C:15]=3[Cl:22])[CH3:13])[CH:9]=[CH:8][C:5]2=[N:6][CH:7]=1.[OH:23][CH2:24][C:25]1[CH:26]=[C:27](B(O)O)[CH:28]=[CH:29][CH:30]=1. (4) Given the product [CH3:47][C:48]1[CH2:43][CH2:52][C@@H:51]([C:56]([CH3:57])=[CH2:55])[CH2:50][CH:49]=1.[C:63]([O:60][CH:59]([CH3:55])[CH3:58])(=[O:65])[CH2:64][CH2:25][CH2:24][CH2:23][CH2:22][CH2:21][CH2:20][CH2:13][CH2:18][CH2:17][CH2:16][CH2:15][CH3:14], predict the reactants needed to synthesize it. The reactants are: C(Cl)(OC(F)F)C(F)(F)F.CN[C:13]1([C:20]2[CH:21]=[CH:22][CH:23]=[CH:24][C:25]=2Cl)[C:18](=O)[CH2:17][CH2:16][CH2:15][CH2:14]1.CC1C=CC=C(C)C=1NC1SCCCN=1.C[C@@:43]12[C@H:52]3CC[C@:55]4(C)[C:59](=[O:60])[C@H:58](F)[CH2:57][C@H:56]4[C@@H:51]3[CH2:50][CH:49]=[C:48]1[CH2:47]CCC2.[CH2:63]([OH:65])[CH3:64]. (5) Given the product [F:22][C:23]([F:37])([F:38])[C:24]([C:2]1[CH:15]=[CH:14][C:5]([NH:6][C:7](=[O:13])[O:8][C:9]([CH3:12])([CH3:11])[CH3:10])=[C:4]([CH3:16])[CH:3]=1)([OH:25])[C:26]1[CH:27]=[CH:28][C:29]([O:32][C:33]([F:35])([F:36])[F:34])=[CH:30][CH:31]=1, predict the reactants needed to synthesize it. The reactants are: I[C:2]1[CH:15]=[CH:14][C:5]([NH:6][C:7](=[O:13])[O:8][C:9]([CH3:12])([CH3:11])[CH3:10])=[C:4]([CH3:16])[CH:3]=1.C([Li])CCC.[F:22][C:23]([F:38])([F:37])[C:24]([C:26]1[CH:31]=[CH:30][C:29]([O:32][C:33]([F:36])([F:35])[F:34])=[CH:28][CH:27]=1)=[O:25].[Cl-].[NH4+]. (6) Given the product [CH2:21]([N:28]1[CH2:29][CH2:30][N:31]([CH2:34][CH2:35][NH:36][C:14]([C:12]2[S:13][C:9]([S:8][C:7]3[C:6]([Cl:20])=[CH:5][N:4]=[CH:3][C:2]=3[Cl:1])=[C:10]([N+:17]([O-:19])=[O:18])[CH:11]=2)=[O:16])[CH2:32][CH2:33]1)[C:22]1[CH:23]=[CH:24][CH:25]=[CH:26][CH:27]=1, predict the reactants needed to synthesize it. The reactants are: [Cl:1][C:2]1[CH:3]=[N:4][CH:5]=[C:6]([Cl:20])[C:7]=1[S:8][C:9]1[S:13][C:12]([C:14]([OH:16])=O)=[CH:11][C:10]=1[N+:17]([O-:19])=[O:18].[CH2:21]([N:28]1[CH2:33][CH2:32][N:31]([CH2:34][CH2:35][NH2:36])[CH2:30][CH2:29]1)[C:22]1[CH:27]=[CH:26][CH:25]=[CH:24][CH:23]=1.